Dataset: Reaction yield outcomes from USPTO patents with 853,638 reactions. Task: Predict the reaction yield, written as a fraction of the theoretical maximum amount of product (1.0 means a 100% yield; for example, 0.34 means a 34% yield). (1) The reactants are [C:1]([C:4]1[C:9]([OH:10])=[CH:8][CH:7]=[C:6]([C:11]([CH3:13])=[CH2:12])[N:5]=1)([CH3:3])=[CH2:2].O1CCCC1. The catalyst is [Pd].C(O)C. The product is [CH:1]([C:4]1[C:9]([OH:10])=[CH:8][CH:7]=[C:6]([CH:11]([CH3:13])[CH3:12])[N:5]=1)([CH3:3])[CH3:2]. The yield is 0.840. (2) The reactants are [F:1][C:2]([F:9])([F:8])[CH2:3][O:4][CH2:5][CH2:6][OH:7].CC(C)([O-])C.[K+].F[C:17]1[C:25]([CH3:26])=[CH:24][C:20]([C:21]([O-:23])=[O:22])=[CH:19][N:18]=1.[OH-].[Na+]. The catalyst is CN(C=O)C.CO. The product is [CH3:26][C:25]1[C:17]([O:7][CH2:6][CH2:5][O:4][CH2:3][C:2]([F:9])([F:8])[F:1])=[N:18][CH:19]=[C:20]([CH:24]=1)[C:21]([OH:23])=[O:22]. The yield is 0.740.